This data is from Forward reaction prediction with 1.9M reactions from USPTO patents (1976-2016). The task is: Predict the product of the given reaction. The product is: [Cl:44][C:10]1[CH:29]=[C:28]([F:30])[C:27]([N:31]2[C:36](=[O:37])[CH:35]=[C:34]([C:38]([F:41])([F:40])[F:39])[N:33]([CH3:42])[C:32]2=[O:43])=[CH:26][C:11]=1[O:12][C:13]1[C:14]([O:19][CH:20]([CH3:25])[C:21]([O:23][CH3:24])=[O:22])=[N:15][CH:16]=[CH:17][CH:18]=1. Given the reactants N(OCCC(C)C)=O.N[C:10]1[CH:29]=[C:28]([F:30])[C:27]([N:31]2[C:36](=[O:37])[CH:35]=[C:34]([C:38]([F:41])([F:40])[F:39])[N:33]([CH3:42])[C:32]2=[O:43])=[CH:26][C:11]=1[O:12][C:13]1[C:14]([O:19][CH:20]([CH3:25])[C:21]([O:23][CH3:24])=[O:22])=[N:15][CH:16]=[CH:17][CH:18]=1.[ClH:44], predict the reaction product.